From a dataset of Forward reaction prediction with 1.9M reactions from USPTO patents (1976-2016). Predict the product of the given reaction. (1) Given the reactants [CH3:1][S:2][C:3]1[N:8]=[C:7]([NH2:9])[CH:6]=[CH:5][N:4]=1.[H-].[Na+].[Br:12][C:13]1[CH:22]=[CH:21][C:16]2[N:17]=[C:18](Cl)[S:19][C:15]=2[CH:14]=1.O, predict the reaction product. The product is: [Br:12][C:13]1[CH:22]=[CH:21][C:16]2[N:17]=[C:18]([NH:9][C:7]3[CH:6]=[CH:5][N:4]=[C:3]([S:2][CH3:1])[N:8]=3)[S:19][C:15]=2[CH:14]=1. (2) Given the reactants [O:1]=[C:2]1[CH2:7][CH2:6][N:5]([C:8]([O:10][C:11]([CH3:14])([CH3:13])[CH3:12])=[O:9])[CH2:4][CH2:3]1.[CH3:15][Si:16](Cl)([CH3:18])[CH3:17], predict the reaction product. The product is: [CH3:15][Si:16]([CH3:18])([CH3:17])[O:1][C:2]1[CH2:7][CH2:6][N:5]([C:8]([O:10][C:11]([CH3:14])([CH3:13])[CH3:12])=[O:9])[CH2:4][CH:3]=1. (3) Given the reactants [C:1]([O:5][C@@H:6]([C:12]1[C:13]([CH3:65])=[N:14][C:15]2[N:16]([N:50]=[C:51]([CH2:53][CH2:54][CH2:55][C:56]3[CH:61]=[C:60]([F:62])[CH:59]=[C:58]([F:63])[C:57]=3[OH:64])[CH:52]=2)[C:17]=1[N:18]1[CH2:23][CH2:22][C:21]([O:25][CH2:26][CH2:27][CH2:28][CH2:29][C@H:30]([O:32][Si](C(C)(C)C)(C2C=CC=CC=2)C2C=CC=CC=2)[CH3:31])([CH3:24])[CH2:20][CH2:19]1)[C:7]([O:9][CH2:10][CH3:11])=[O:8])([CH3:4])([CH3:3])[CH3:2].CCCC[N+](CCCC)(CCCC)CCCC.[F-], predict the reaction product. The product is: [C:1]([O:5][C@@H:6]([C:12]1[C:13]([CH3:65])=[N:14][C:15]2[N:16]([N:50]=[C:51]([CH2:53][CH2:54][CH2:55][C:56]3[CH:61]=[C:60]([F:62])[CH:59]=[C:58]([F:63])[C:57]=3[OH:64])[CH:52]=2)[C:17]=1[N:18]1[CH2:19][CH2:20][C:21]([O:25][CH2:26][CH2:27][CH2:28][CH2:29][C@H:30]([OH:32])[CH3:31])([CH3:24])[CH2:22][CH2:23]1)[C:7]([O:9][CH2:10][CH3:11])=[O:8])([CH3:2])([CH3:3])[CH3:4]. (4) Given the reactants C[O:2][C:3](=[O:27])[C:4]([CH3:26])([C:6]1[CH:11]=[CH:10][CH:9]=[C:8]([O:12][CH2:13][C:14]2[N:15]=[C:16]([C:20]3[CH:25]=[CH:24][CH:23]=[CH:22][CH:21]=3)[O:17][C:18]=2[CH3:19])[CH:7]=1)[CH3:5].[OH-].[Na+], predict the reaction product. The product is: [CH3:26][C:4]([C:6]1[CH:11]=[CH:10][CH:9]=[C:8]([O:12][CH2:13][C:14]2[N:15]=[C:16]([C:20]3[CH:21]=[CH:22][CH:23]=[CH:24][CH:25]=3)[O:17][C:18]=2[CH3:19])[CH:7]=1)([CH3:5])[C:3]([OH:27])=[O:2]. (5) Given the reactants [CH2:1]([O:3][C:4](=[O:28])[CH2:5][O:6][C:7]1[CH:12]=[CH:11][C:10]([S:13][CH2:14][C:15]2[CH:20]=[C:19]([O:21][CH2:22][CH:23]([CH3:25])[CH3:24])[CH:18]=[C:17](Br)[CH:16]=2)=[CH:9][C:8]=1[CH3:27])[CH3:2].[C:29]([C:31]1[CH:36]=[CH:35][C:34]([S:37]([CH3:40])(=[O:39])=[O:38])=[CH:33][CH:32]=1)#[CH:30].C(OC(=O)COC1C=CC(SC2C=C(C#CC3C=CC(CO)=CC=3)C=C(OCCC3C=CC(Cl)=CC=3)C=2)=CC=1C)C, predict the reaction product. The product is: [CH2:1]([O:3][C:4](=[O:28])[CH2:5][O:6][C:7]1[CH:12]=[CH:11][C:10]([S:13][CH2:14][C:15]2[CH:16]=[C:17]([C:30]#[C:29][C:31]3[CH:32]=[CH:33][C:34]([S:37]([CH3:40])(=[O:39])=[O:38])=[CH:35][CH:36]=3)[CH:18]=[C:19]([O:21][CH2:22][CH:23]([CH3:25])[CH3:24])[CH:20]=2)=[CH:9][C:8]=1[CH3:27])[CH3:2]. (6) Given the reactants [Br:1][C:2]1[N:7]=[CH:6][C:5]([O:8][CH2:9][CH:10]([CH2:13][O:14][Si:15]([C:18]([CH3:21])([CH3:20])[CH3:19])([CH3:17])[CH3:16])[CH2:11]O)=[CH:4][CH:3]=1.[I:22]I.C1C=CC(P(C2C=CC=CC=2)C2C=CC=CC=2)=CC=1.N1C=CN=C1, predict the reaction product. The product is: [Br:1][C:2]1[CH:3]=[CH:4][C:5]([O:8][CH2:9][CH:10]([CH2:11][I:22])[CH2:13][O:14][Si:15]([C:18]([CH3:21])([CH3:20])[CH3:19])([CH3:17])[CH3:16])=[CH:6][N:7]=1.